Dataset: Peptide-MHC class I binding affinity with 185,985 pairs from IEDB/IMGT. Task: Regression. Given a peptide amino acid sequence and an MHC pseudo amino acid sequence, predict their binding affinity value. This is MHC class I binding data. (1) The peptide sequence is YNYSLTLEW. The MHC is HLA-A23:01 with pseudo-sequence HLA-A23:01. The binding affinity (normalized) is 0.520. (2) The binding affinity (normalized) is 0.488. The peptide sequence is APHGVVFLHV. The MHC is HLA-B07:02 with pseudo-sequence HLA-B07:02.